From a dataset of Forward reaction prediction with 1.9M reactions from USPTO patents (1976-2016). Predict the product of the given reaction. (1) Given the reactants N1C=[CH:4][N:3]=[N:2]1.Br[CH:7]([C:16]1[CH:21]=[CH:20][C:19]([C:22]#[N:23])=[CH:18][CH:17]=1)[C:8]1[CH:13]=[CH:12][C:11]([C:14]#[N:15])=[CH:10][CH:9]=1.[CH3:24][N:25](C=O)C.C(=O)([O-])[O-].[K+].[K+], predict the reaction product. The product is: [CH:10]1[C:11]([C:14]#[N:15])=[CH:12][CH:13]=[C:8]([CH:7]([N:2]2[N:3]=[CH:4][N:25]=[CH:24]2)[C:16]2[CH:21]=[CH:20][C:19]([C:22]#[N:23])=[CH:18][CH:17]=2)[CH:9]=1. (2) Given the reactants C(N(CC)CC)C.[O:8]=[C:9]1[C:18]2[C:13](=[CH:14][CH:15]=[CH:16][CH:17]=2)[C:12]([CH2:19][C:20]2[CH:25]=[CH:24][N:23]=[C:22]([C:26]([OH:28])=O)[CH:21]=2)=[N:11][NH:10]1.Cl.[CH:30]1([O:35][CH:36]2[CH2:41][CH2:40][NH:39][CH2:38][CH2:37]2)[CH2:34][CH2:33][CH2:32][CH2:31]1.F[P-](F)(F)(F)(F)F.N1(OC(N(C)C)=[N+](C)C)C2C=CC=CC=2N=N1, predict the reaction product. The product is: [CH:30]1([O:35][CH:36]2[CH2:41][CH2:40][N:39]([C:26]([C:22]3[CH:21]=[C:20]([CH2:19][C:12]4[C:13]5[C:18](=[CH:17][CH:16]=[CH:15][CH:14]=5)[C:9](=[O:8])[NH:10][N:11]=4)[CH:25]=[CH:24][N:23]=3)=[O:28])[CH2:38][CH2:37]2)[CH2:34][CH2:33][CH2:32][CH2:31]1. (3) Given the reactants [N:1]1([CH2:7][CH2:8][CH2:9][O:10][C:11]2[CH:18]=[CH:17][C:14]([CH:15]=O)=[CH:13][CH:12]=2)[CH2:6][CH2:5][CH2:4][CH2:3][CH2:2]1.[C:19]1([C:25]2([OH:31])[CH2:30][CH2:29][NH:28][CH2:27][CH2:26]2)[CH:24]=[CH:23][CH:22]=[CH:21][CH:20]=1.C(O[BH-](OC(=O)C)OC(=O)C)(=O)C.[Na+].[OH-].[Na+].[CH2:48]([Cl:50])[Cl:49], predict the reaction product. The product is: [NH3:1].[CH2:48]([Cl:50])[Cl:49].[C:19]1([C:25]2([OH:31])[CH2:30][CH2:29][N:28]([CH2:15][C:14]3[CH:17]=[CH:18][C:11]([O:10][CH2:9][CH2:8][CH2:7][N:1]4[CH2:6][CH2:5][CH2:4][CH2:3][CH2:2]4)=[CH:12][CH:13]=3)[CH2:27][CH2:26]2)[CH:20]=[CH:21][CH:22]=[CH:23][CH:24]=1. (4) Given the reactants [C:1]([C:3]1[CH:8]=[C:7]([O:9][CH3:10])[CH:6]=[CH:5][C:4]=1[O:11][CH3:12])#[N:2].[H-].[Al+3].[Li+].[H-].[H-].[H-], predict the reaction product. The product is: [NH2:2][CH2:1][C:3]1[CH:8]=[C:7]([O:9][CH3:10])[CH:6]=[CH:5][C:4]=1[O:11][CH3:12]. (5) Given the reactants Cl[C:2]1[C:7]([N+:8]([O-:10])=[O:9])=[CH:6][CH:5]=[C:4]([Cl:11])[N:3]=1.Cl.[NH2:13][CH2:14][C:15]([O:17][CH3:18])=[O:16].C(O)C, predict the reaction product. The product is: [Cl:11][C:4]1[N:3]=[C:2]([NH:13][CH2:14][C:15]([O:17][CH3:18])=[O:16])[C:7]([N+:8]([O-:10])=[O:9])=[CH:6][CH:5]=1.